This data is from Forward reaction prediction with 1.9M reactions from USPTO patents (1976-2016). The task is: Predict the product of the given reaction. (1) The product is: [F:33][C:21]1([F:20])[O:22][C:23]2[CH:29]=[CH:28][CH:27]=[C:26]([C:2]3[N:7]=[CH:6][N:5]=[C:4]([NH:8][C:9]4[CH:14]=[CH:13][CH:12]=[C:11]([CH2:15][S:16]([CH3:19])(=[O:18])=[O:17])[CH:10]=4)[N:3]=3)[C:24]=2[O:25]1. Given the reactants Cl[C:2]1[N:7]=[CH:6][N:5]=[C:4]([NH:8][C:9]2[CH:14]=[CH:13][CH:12]=[C:11]([CH2:15][S:16]([CH3:19])(=[O:18])=[O:17])[CH:10]=2)[N:3]=1.[F:20][C:21]1([F:33])[O:25][C:24]2[CH:26]=[CH:27][CH:28]=[C:29](B(O)O)[C:23]=2[O:22]1, predict the reaction product. (2) Given the reactants [CH:1]1([CH2:4][OH:5])[CH2:3][CH2:2]1.[Br:6][C:7]1[CH:8]=[CH:9][C:10](F)=[C:11]([CH:14]=1)[C:12]#[N:13].C(OCC)(=O)C, predict the reaction product. The product is: [Br:6][C:7]1[CH:8]=[CH:9][C:10]([O:5][CH2:4][CH:1]2[CH2:3][CH2:2]2)=[C:11]([CH:14]=1)[C:12]#[N:13]. (3) Given the reactants [C:1]([C:3]1[CH:10]=[CH:9][CH:8]=[CH:7][C:4]=1[CH2:5]Br)#[N:2].[N-:11]=[N+:12]=[N-:13].[Na+], predict the reaction product. The product is: [N:11]([CH2:5][C:4]1[CH:7]=[CH:8][CH:9]=[CH:10][C:3]=1[C:1]#[N:2])=[N+:12]=[N-:13]. (4) Given the reactants [Cl:1][C:2]1[CH:3]=[C:4]2[C:10]([C:11]3[N:16]=[C:15]([NH:17][C@H:18]4[CH2:23][CH2:22][CH2:21][N:20]([CH2:24][CH:25]([OH:29])[CH2:26][O:27][CH3:28])[CH2:19]4)[C:14]([F:30])=[CH:13][N:12]=3)=[CH:9][N:8](S(C3C=CC(C)=CC=3)(=O)=O)[C:5]2=[N:6][CH:7]=1.[Li+].[OH-], predict the reaction product. The product is: [Cl:1][C:2]1[CH:3]=[C:4]2[C:10]([C:11]3[N:16]=[C:15]([NH:17][C@H:18]4[CH2:23][CH2:22][CH2:21][N:20]([CH2:24][CH:25]([OH:29])[CH2:26][O:27][CH3:28])[CH2:19]4)[C:14]([F:30])=[CH:13][N:12]=3)=[CH:9][NH:8][C:5]2=[N:6][CH:7]=1. (5) Given the reactants [O:1]1[C:10]2[C:5](=[N:6][CH:7]=[CH:8][CH:9]=2)[O:4][C@@H:3]([CH2:11][OH:12])[CH2:2]1.[Br:13]Br.[O-]S([O-])=O.[Na+].[Na+], predict the reaction product. The product is: [Br:13][C:8]1[CH:9]=[C:10]2[O:1][CH2:2][C@H:3]([CH2:11][OH:12])[O:4][C:5]2=[N:6][CH:7]=1.[Br:13][C:9]1[CH:8]=[CH:7][N:6]=[C:5]2[O:4][CH:3]([CH2:11][OH:12])[CH2:2][O:1][C:10]=12.